This data is from NCI-60 drug combinations with 297,098 pairs across 59 cell lines. The task is: Regression. Given two drug SMILES strings and cell line genomic features, predict the synergy score measuring deviation from expected non-interaction effect. (1) Drug 1: CC1CCC2CC(C(=CC=CC=CC(CC(C(=O)C(C(C(=CC(C(=O)CC(OC(=O)C3CCCCN3C(=O)C(=O)C1(O2)O)C(C)CC4CCC(C(C4)OC)O)C)C)O)OC)C)C)C)OC. Drug 2: CC=C1C(=O)NC(C(=O)OC2CC(=O)NC(C(=O)NC(CSSCCC=C2)C(=O)N1)C(C)C)C(C)C. Cell line: PC-3. Synergy scores: CSS=9.01, Synergy_ZIP=-2.25, Synergy_Bliss=-3.17, Synergy_Loewe=-3.18, Synergy_HSA=-2.06. (2) Drug 1: CC1CCCC2(C(O2)CC(NC(=O)CC(C(C(=O)C(C1O)C)(C)C)O)C(=CC3=CSC(=N3)C)C)C. Drug 2: CC1C(C(CC(O1)OC2CC(CC3=C2C(=C4C(=C3O)C(=O)C5=CC=CC=C5C4=O)O)(C(=O)C)O)N)O. Cell line: RPMI-8226. Synergy scores: CSS=37.2, Synergy_ZIP=-3.19, Synergy_Bliss=-4.53, Synergy_Loewe=-1.61, Synergy_HSA=-1.49. (3) Drug 1: CS(=O)(=O)C1=CC(=C(C=C1)C(=O)NC2=CC(=C(C=C2)Cl)C3=CC=CC=N3)Cl. Drug 2: CCC1(CC2CC(C3=C(CCN(C2)C1)C4=CC=CC=C4N3)(C5=C(C=C6C(=C5)C78CCN9C7C(C=CC9)(C(C(C8N6C)(C(=O)OC)O)OC(=O)C)CC)OC)C(=O)OC)O.OS(=O)(=O)O. Cell line: OVCAR-5. Synergy scores: CSS=53.9, Synergy_ZIP=6.45, Synergy_Bliss=12.3, Synergy_Loewe=-3.88, Synergy_HSA=12.1. (4) Drug 1: CS(=O)(=O)CCNCC1=CC=C(O1)C2=CC3=C(C=C2)N=CN=C3NC4=CC(=C(C=C4)OCC5=CC(=CC=C5)F)Cl. Drug 2: CC1CC(C(C(C=C(C(C(C=CC=C(C(=O)NC2=CC(=O)C(=C(C1)C2=O)OC)C)OC)OC(=O)N)C)C)O)OC. Cell line: SK-OV-3. Synergy scores: CSS=56.2, Synergy_ZIP=3.75, Synergy_Bliss=1.83, Synergy_Loewe=3.81, Synergy_HSA=6.22. (5) Drug 2: CC1=C(N=C(N=C1N)C(CC(=O)N)NCC(C(=O)N)N)C(=O)NC(C(C2=CN=CN2)OC3C(C(C(C(O3)CO)O)O)OC4C(C(C(C(O4)CO)O)OC(=O)N)O)C(=O)NC(C)C(C(C)C(=O)NC(C(C)O)C(=O)NCCC5=NC(=CS5)C6=NC(=CS6)C(=O)NCCC[S+](C)C)O. Cell line: OVCAR3. Synergy scores: CSS=3.13, Synergy_ZIP=-4.50, Synergy_Bliss=-1.97, Synergy_Loewe=-12.0, Synergy_HSA=-1.72. Drug 1: C1CC(=O)NC(=O)C1N2CC3=C(C2=O)C=CC=C3N. (6) Drug 1: CC1=CC2C(CCC3(C2CCC3(C(=O)C)OC(=O)C)C)C4(C1=CC(=O)CC4)C. Drug 2: CC1=C(C=C(C=C1)C(=O)NC2=CC(=CC(=C2)C(F)(F)F)N3C=C(N=C3)C)NC4=NC=CC(=N4)C5=CN=CC=C5. Cell line: COLO 205. Synergy scores: CSS=0.956, Synergy_ZIP=2.01, Synergy_Bliss=6.67, Synergy_Loewe=0.251, Synergy_HSA=0.846. (7) Drug 1: C1CN(CCN1C(=O)CCBr)C(=O)CCBr. Drug 2: CCC1(C2=C(COC1=O)C(=O)N3CC4=CC5=C(C=CC(=C5CN(C)C)O)N=C4C3=C2)O.Cl. Cell line: A549. Synergy scores: CSS=41.7, Synergy_ZIP=-11.3, Synergy_Bliss=-2.06, Synergy_Loewe=-12.4, Synergy_HSA=0.908. (8) Drug 1: CN1CCC(CC1)COC2=C(C=C3C(=C2)N=CN=C3NC4=C(C=C(C=C4)Br)F)OC. Drug 2: CN(CCCl)CCCl.Cl. Cell line: NCI-H522. Synergy scores: CSS=12.9, Synergy_ZIP=-6.25, Synergy_Bliss=-3.92, Synergy_Loewe=-6.56, Synergy_HSA=-2.31. (9) Drug 1: C1CC(=O)NC(=O)C1N2CC3=C(C2=O)C=CC=C3N. Drug 2: C1C(C(OC1N2C=NC(=NC2=O)N)CO)O. Cell line: CAKI-1. Synergy scores: CSS=11.1, Synergy_ZIP=-7.60, Synergy_Bliss=-7.85, Synergy_Loewe=-11.4, Synergy_HSA=-3.93. (10) Drug 1: CC12CCC(CC1=CCC3C2CCC4(C3CC=C4C5=CN=CC=C5)C)O. Drug 2: CC1=C2C(C(=O)C3(C(CC4C(C3C(C(C2(C)C)(CC1OC(=O)C(C(C5=CC=CC=C5)NC(=O)C6=CC=CC=C6)O)O)OC(=O)C7=CC=CC=C7)(CO4)OC(=O)C)O)C)OC(=O)C. Cell line: NCI-H522. Synergy scores: CSS=58.6, Synergy_ZIP=9.02, Synergy_Bliss=7.96, Synergy_Loewe=-36.3, Synergy_HSA=8.38.